Regression. Given two drug SMILES strings and cell line genomic features, predict the synergy score measuring deviation from expected non-interaction effect. From a dataset of NCI-60 drug combinations with 297,098 pairs across 59 cell lines. (1) Drug 1: CC1=C2C(C(=O)C3(C(CC4C(C3C(C(C2(C)C)(CC1OC(=O)C(C(C5=CC=CC=C5)NC(=O)C6=CC=CC=C6)O)O)OC(=O)C7=CC=CC=C7)(CO4)OC(=O)C)O)C)OC(=O)C. Drug 2: CN1C2=C(C=C(C=C2)N(CCCl)CCCl)N=C1CCCC(=O)O.Cl. Cell line: HOP-92. Synergy scores: CSS=18.0, Synergy_ZIP=-0.497, Synergy_Bliss=6.83, Synergy_Loewe=-7.71, Synergy_HSA=3.71. (2) Drug 1: CN(C)C1=NC(=NC(=N1)N(C)C)N(C)C. Drug 2: CC1C(C(=O)NC(C(=O)N2CCCC2C(=O)N(CC(=O)N(C(C(=O)O1)C(C)C)C)C)C(C)C)NC(=O)C3=C4C(=C(C=C3)C)OC5=C(C(=O)C(=C(C5=N4)C(=O)NC6C(OC(=O)C(N(C(=O)CN(C(=O)C7CCCN7C(=O)C(NC6=O)C(C)C)C)C)C(C)C)C)N)C. Cell line: NCI-H322M. Synergy scores: CSS=0.240, Synergy_ZIP=1.54, Synergy_Bliss=-3.24, Synergy_Loewe=-6.59, Synergy_HSA=-5.66. (3) Drug 1: C1CCN(CC1)CCOC2=CC=C(C=C2)C(=O)C3=C(SC4=C3C=CC(=C4)O)C5=CC=C(C=C5)O. Drug 2: CCC1(C2=C(COC1=O)C(=O)N3CC4=CC5=C(C=CC(=C5CN(C)C)O)N=C4C3=C2)O.Cl. Cell line: K-562. Synergy scores: CSS=25.1, Synergy_ZIP=9.37, Synergy_Bliss=10.2, Synergy_Loewe=-15.4, Synergy_HSA=8.09. (4) Drug 1: COC1=CC(=CC(=C1O)OC)C2C3C(COC3=O)C(C4=CC5=C(C=C24)OCO5)OC6C(C(C7C(O6)COC(O7)C8=CC=CS8)O)O. Drug 2: CC(C)(C#N)C1=CC(=CC(=C1)CN2C=NC=N2)C(C)(C)C#N. Cell line: U251. Synergy scores: CSS=46.2, Synergy_ZIP=3.38, Synergy_Bliss=5.22, Synergy_Loewe=0.995, Synergy_HSA=5.86. (5) Drug 1: CCC1(CC2CC(C3=C(CCN(C2)C1)C4=CC=CC=C4N3)(C5=C(C=C6C(=C5)C78CCN9C7C(C=CC9)(C(C(C8N6C=O)(C(=O)OC)O)OC(=O)C)CC)OC)C(=O)OC)O.OS(=O)(=O)O. Drug 2: CC12CCC3C(C1CCC2O)C(CC4=C3C=CC(=C4)O)CCCCCCCCCS(=O)CCCC(C(F)(F)F)(F)F. Cell line: SNB-75. Synergy scores: CSS=20.4, Synergy_ZIP=-5.08, Synergy_Bliss=0.547, Synergy_Loewe=-16.3, Synergy_HSA=-1.29. (6) Drug 1: COC1=C(C=C2C(=C1)N=CN=C2NC3=CC(=C(C=C3)F)Cl)OCCCN4CCOCC4. Drug 2: C1CN(CCN1C(=O)CCBr)C(=O)CCBr. Cell line: RXF 393. Synergy scores: CSS=35.2, Synergy_ZIP=-6.39, Synergy_Bliss=1.77, Synergy_Loewe=3.53, Synergy_HSA=5.09. (7) Drug 1: C1CCN(CC1)CCOC2=CC=C(C=C2)C(=O)C3=C(SC4=C3C=CC(=C4)O)C5=CC=C(C=C5)O. Drug 2: CCCS(=O)(=O)NC1=C(C(=C(C=C1)F)C(=O)C2=CNC3=C2C=C(C=N3)C4=CC=C(C=C4)Cl)F. Cell line: SNB-75. Synergy scores: CSS=16.4, Synergy_ZIP=2.32, Synergy_Bliss=3.01, Synergy_Loewe=0.750, Synergy_HSA=1.54. (8) Drug 1: CN1CCC(CC1)COC2=C(C=C3C(=C2)N=CN=C3NC4=C(C=C(C=C4)Br)F)OC. Drug 2: C1C(C(OC1N2C=NC3=C(N=C(N=C32)Cl)N)CO)O. Cell line: OVCAR-5. Synergy scores: CSS=22.2, Synergy_ZIP=-5.03, Synergy_Bliss=-1.08, Synergy_Loewe=-0.302, Synergy_HSA=0.0490. (9) Drug 1: CC1=C(C=C(C=C1)NC(=O)C2=CC=C(C=C2)CN3CCN(CC3)C)NC4=NC=CC(=N4)C5=CN=CC=C5. Drug 2: CC1=C(C=C(C=C1)C(=O)NC2=CC(=CC(=C2)C(F)(F)F)N3C=C(N=C3)C)NC4=NC=CC(=N4)C5=CN=CC=C5. Cell line: IGROV1. Synergy scores: CSS=-6.55, Synergy_ZIP=1.48, Synergy_Bliss=-2.32, Synergy_Loewe=-4.83, Synergy_HSA=-6.43. (10) Drug 1: CNC(=O)C1=CC=CC=C1SC2=CC3=C(C=C2)C(=NN3)C=CC4=CC=CC=N4. Drug 2: CCN(CC)CCNC(=O)C1=C(NC(=C1C)C=C2C3=C(C=CC(=C3)F)NC2=O)C. Cell line: RPMI-8226. Synergy scores: CSS=-6.00, Synergy_ZIP=4.77, Synergy_Bliss=3.20, Synergy_Loewe=-4.80, Synergy_HSA=-3.12.